Dataset: NCI-60 drug combinations with 297,098 pairs across 59 cell lines. Task: Regression. Given two drug SMILES strings and cell line genomic features, predict the synergy score measuring deviation from expected non-interaction effect. Drug 1: COC1=NC(=NC2=C1N=CN2C3C(C(C(O3)CO)O)O)N. Drug 2: C1C(C(OC1N2C=NC(=NC2=O)N)CO)O. Cell line: SNB-19. Synergy scores: CSS=3.24, Synergy_ZIP=-2.43, Synergy_Bliss=-0.477, Synergy_Loewe=-13.6, Synergy_HSA=-2.85.